The task is: Predict the reaction yield, written as a fraction of the theoretical maximum amount of product (1.0 means a 100% yield; for example, 0.34 means a 34% yield).. This data is from Reaction yield outcomes from USPTO patents with 853,638 reactions. (1) The reactants are CC1(C)C2C=CC=C(P(C3C=CC=CC=3)C3C=CC=CC=3)C=2OC2C1=CC=CC=2P(C1C=CC=CC=1)C1C=CC=CC=1.[NH2:43][C:44]1[CH:54]=[CH:53][CH:52]=[CH:51][C:45]=1[C:46]([NH:48][O:49][CH3:50])=[O:47].[CH3:55][N:56]1[CH:60]=[C:59]([NH:61][C:62]2[CH:67]=[C:66](I)[C:65]([C:69]([F:72])([F:71])[F:70])=[CH:64][N:63]=2)[C:58]([CH3:73])=[N:57]1.C(=O)([O-])[O-].[Cs+].[Cs+]. The catalyst is C([O-])(=O)C.[Pd+2].C([O-])(=O)C.C(OC)(C)(C)C.O1CCOCC1. The product is [CH3:55][N:56]1[CH:60]=[C:59]([NH:61][C:62]2[CH:67]=[C:66]([NH:43][C:44]3[CH:54]=[CH:53][CH:52]=[CH:51][C:45]=3[C:46]([NH:48][O:49][CH3:50])=[O:47])[C:65]([C:69]([F:71])([F:70])[F:72])=[CH:64][N:63]=2)[C:58]([CH3:73])=[N:57]1. The yield is 0.695. (2) The reactants are [N:1]1([CH2:7][C:8]2[CH:13]=[CH:12][C:11]([C:14]3[N:22]4[C:17]([CH:18]=[CH:19][CH:20]=[CH:21]4)=[CH:16][C:15]=3[CH2:23][OH:24])=[CH:10][CH:9]=2)[CH2:6][CH2:5][O:4][CH2:3][CH2:2]1. The catalyst is O=[Mn]=O. The product is [N:1]1([CH2:7][C:8]2[CH:9]=[CH:10][C:11]([C:14]3[N:22]4[C:17]([CH:18]=[CH:19][CH:20]=[CH:21]4)=[CH:16][C:15]=3[CH:23]=[O:24])=[CH:12][CH:13]=2)[CH2:6][CH2:5][O:4][CH2:3][CH2:2]1. The yield is 0.890. (3) The reactants are [CH:1]1([CH:4]2[CH:13]=[CH:12][C:11]3[C:6](=[C:7]([O:32][CH:33]([F:35])[F:34])[CH:8]=[CH:9][C:10]=3[C:14]3[N:23](COCC[Si](C)(C)C)[C:17]4[CH:18]=[N:19][NH:20][C:21](=[O:22])[C:16]=4[CH:15]=3)[O:5]2)[CH2:3][CH2:2]1.C1(OC2C=C(C3N(COCC[Si](C)(C)C)C4C=NNC(=O)C=4C=3)C=CC=2OC(F)F)CCC1.C(=O)([O-])O.[Na+]. No catalyst specified. The product is [CH:1]1([CH:4]2[CH:13]=[CH:12][C:11]3[C:6](=[C:7]([O:32][CH:33]([F:34])[F:35])[CH:8]=[CH:9][C:10]=3[C:14]3[NH:23][C:17]4[CH:18]=[N:19][NH:20][C:21](=[O:22])[C:16]=4[CH:15]=3)[O:5]2)[CH2:2][CH2:3]1. The yield is 0.560. (4) The reactants are [F:1][C:2]1[CH:3]=[C:4]([CH:6]=[C:7]([F:9])[CH:8]=1)[NH2:5].[CH:10](O)=[O:11]. No catalyst specified. The product is [F:1][C:2]1[CH:3]=[C:4]([NH:5][CH:10]=[O:11])[CH:6]=[C:7]([F:9])[CH:8]=1. The yield is 0.790. (5) The reactants are [C:1]12[C:7](=[CH:8][CH:9]=[CH:10][CH:11]=1)[NH:6]C(=O)[O:4][C:2]2=O.[OH-].[Na+].[F:15][C:16]1[CH:17]=[C:18]([CH:20]=[CH:21][C:22]=1[O:23][CH3:24])[NH2:19].C(=O)=O. The catalyst is O1CCOCC1. The product is [NH2:6][C:7]1[CH:8]=[CH:9][CH:10]=[CH:11][C:1]=1[C:2]([NH:19][C:18]1[CH:20]=[CH:21][C:22]([O:23][CH3:24])=[C:16]([F:15])[CH:17]=1)=[O:4]. The yield is 0.390. (6) The reactants are C(OC(=O)[NH:7][CH2:8][C:9]([C:11]1[S:15][C:14]2[CH:16]=[CH:17][CH:18]=[CH:19][C:13]=2[CH:12]=1)=[O:10])(C)(C)C.CCOC(C)=O.[ClH:27]. The catalyst is O1CCOCC1. The product is [ClH:27].[NH2:7][CH2:8][C:9]([C:11]1[S:15][C:14]2[CH:16]=[CH:17][CH:18]=[CH:19][C:13]=2[CH:12]=1)=[O:10]. The yield is 0.947. (7) The reactants are [NH2:1][C@@H:2]1[C:11]2[C:6](=[CH:7][CH:8]=[CH:9][CH:10]=2)[C@H:5]([OH:12])[CH2:4][CH2:3]1.[H-].[Na+].F[C:16]1[CH:17]=[CH:18][C:19]2[N:20]([C:22]([CH2:25][CH2:26][N:27]3[CH2:31][CH2:30][CH2:29][CH2:28]3)=[N:23][N:24]=2)[CH:21]=1. The catalyst is CN(C=O)C. The product is [N:27]1([CH2:26][CH2:25][C:22]2[N:20]3[CH:21]=[C:16]([O:12][C@H:5]4[C:6]5[C:11](=[CH:10][CH:9]=[CH:8][CH:7]=5)[C@@H:2]([NH2:1])[CH2:3][CH2:4]4)[CH:17]=[CH:18][C:19]3=[N:24][N:23]=2)[CH2:31][CH2:30][CH2:29][CH2:28]1. The yield is 0.640. (8) The reactants are [Cl:1][C:2]1[CH:3]=[C:4]([OH:23])[CH:5]=[CH:6][C:7]=1[CH:8]([CH3:22])[C:9]([OH:21])([C:14]1[CH:19]=[CH:18][N:17]=[C:16]([CH3:20])[CH:15]=1)[C:10]([F:13])([F:12])[F:11].[H-].[Na+].[CH2:26]([O:28][C:29](=[O:38])[C:30]1[CH:35]=[CH:34][C:33]([CH2:36]Br)=[CH:32][CH:31]=1)[CH3:27]. The yield is 0.530. The catalyst is CN(C=O)C. The product is [CH2:26]([O:28][C:29](=[O:38])[C:30]1[CH:35]=[CH:34][C:33]([CH2:36][O:23][C:4]2[CH:5]=[CH:6][C:7]([CH:8]([CH3:22])[C:9]([OH:21])([C:14]3[CH:19]=[CH:18][N:17]=[C:16]([CH3:20])[CH:15]=3)[C:10]([F:13])([F:11])[F:12])=[C:2]([Cl:1])[CH:3]=2)=[CH:32][CH:31]=1)[CH3:27]. (9) The catalyst is C(#N)C. The product is [Cl:1][C:2]1[C:3]2[N:4]([C:22]([CH2:23][CH:24]3[CH2:26][CH2:25]3)=[N:21][N:20]=2)[N:5]=[CH:6][C:7]=1[N:8]1[CH2:13][CH2:12][N:11]([C:14]2[N:19]=[CH:18][CH:17]=[CH:16][N:15]=2)[CH2:10][CH2:9]1. The yield is 0.0220. The reactants are [Cl:1][C:2]1[C:7]([N:8]2[CH2:13][CH2:12][N:11]([C:14]3[N:19]=[CH:18][CH:17]=[CH:16][N:15]=3)[CH2:10][CH2:9]2)=[CH:6][N:5]=[N:4][C:3]=1[NH:20][NH:21][C:22](=O)[CH2:23][CH:24]1[CH2:26][CH2:25]1.P(Cl)(Cl)(Cl)=O.